From a dataset of Reaction yield outcomes from USPTO patents with 853,638 reactions. Predict the reaction yield, written as a fraction of the theoretical maximum amount of product (1.0 means a 100% yield; for example, 0.34 means a 34% yield). The yield is 0.230. The product is [NH:20]1[C:1]([C:3]2[CH:19]=[CH:18][C:6]([O:7][C:8]3[CH:9]=[CH:10][C:11]4[B:15]([OH:16])[O:14][CH2:13][C:12]=4[CH:17]=3)=[CH:5][CH:4]=2)=[N:2][N:22]=[N:21]1. The catalyst is CN(C)C=O. The reactants are [C:1]([C:3]1[CH:19]=[CH:18][C:6]([O:7][C:8]2[CH:9]=[CH:10][C:11]3[B:15]([OH:16])[O:14][CH2:13][C:12]=3[CH:17]=2)=[CH:5][CH:4]=1)#[N:2].[N-:20]=[N+:21]=[N-:22].[Na+].[Cl-].[NH4+].O.